From a dataset of Forward reaction prediction with 1.9M reactions from USPTO patents (1976-2016). Predict the product of the given reaction. (1) Given the reactants [NH:1]1[CH:5]=[CH:4][N:3]=[N:2]1.[CH2:6](N=[N+]=[N-])[C:7]1[CH:12]=[CH:11][CH:10]=[CH:9][CH:8]=1.C#C, predict the reaction product. The product is: [CH2:6]([N:1]1[CH:5]=[CH:4][N:3]=[N:2]1)[C:7]1[CH:12]=[CH:11][CH:10]=[CH:9][CH:8]=1. (2) Given the reactants [Cl:1][C:2]1[CH:7]=[C:6]([OH:8])[C:5]([OH:9])=[C:4]([N+:10]([O-:12])=[O:11])[CH:3]=1.C([O-])([O-])=O.[K+].[K+].CN(C=O)C.Br[CH2:25][CH2:26]Br, predict the reaction product. The product is: [Cl:1][C:2]1[CH:3]=[C:4]([N+:10]([O-:12])=[O:11])[C:5]2[O:9][CH2:26][CH2:25][O:8][C:6]=2[CH:7]=1.